Dataset: Full USPTO retrosynthesis dataset with 1.9M reactions from patents (1976-2016). Task: Predict the reactants needed to synthesize the given product. (1) Given the product [C:1]1([O-:11])[C:10]2[C:5](=[CH:6][CH:7]=[CH:8][CH:9]=2)[CH:4]=[CH:3][CH:2]=1.[Na+:12].[F:30][CH2:29][CH2:28][O:27][C:2]1[CH:3]=[CH:4][C:5]2[C:10](=[CH:9][CH:8]=[CH:7][CH:6]=2)[C:1]=1[OH:11], predict the reactants needed to synthesize it. The reactants are: [C:1]1([O-:11])[C:10]2[C:5](=[CH:6][CH:7]=[CH:8][CH:9]=2)[CH:4]=[CH:3][CH:2]=1.[Na+:12].C(C1C=C(C)C(S([O:27][CH2:28][CH2:29][F:30])(=O)=O)=C(C)C=1)(C)(C)C.CCCCCC.CCOCC. (2) Given the product [Br:15][C:13]1[CH:12]=[N:11][CH:10]=[C:9]([O:5][CH2:4][CH2:3][O:2][CH3:1])[CH:14]=1, predict the reactants needed to synthesize it. The reactants are: [CH3:1][O:2][CH2:3][CH2:4][OH:5].[H-].[Na+].Br[C:9]1[CH:10]=[N:11][CH:12]=[C:13]([Br:15])[CH:14]=1.